Dataset: Forward reaction prediction with 1.9M reactions from USPTO patents (1976-2016). Task: Predict the product of the given reaction. (1) Given the reactants [CH3:1][O:2][C:3]1[CH:4]=[C:5]([C:9]2[CH:17]=[C:16]3[C:12]([CH2:13][C:14](=[O:18])[NH:15]3)=[CH:11][CH:10]=2)[CH:6]=[CH:7][CH:8]=1.[N:19]1([CH2:24][CH2:25][O:26][C:27]2[CH:28]=[C:29]3[C:33](=[CH:34][CH:35]=2)[NH:32][C:31]([CH:36]=O)=[CH:30]3)[CH2:23][CH2:22][CH2:21][CH2:20]1, predict the reaction product. The product is: [CH3:1][O:2][C:3]1[CH:4]=[C:5]([C:9]2[CH:17]=[C:16]3[C:12]([C:13](=[CH:36][C:31]4[NH:32][C:33]5[C:29]([CH:30]=4)=[CH:28][C:27]([O:26][CH2:25][CH2:24][N:19]4[CH2:23][CH2:22][CH2:21][CH2:20]4)=[CH:35][CH:34]=5)[C:14](=[O:18])[NH:15]3)=[CH:11][CH:10]=2)[CH:6]=[CH:7][CH:8]=1. (2) The product is: [Cl:17][C:3]1[CH:4]=[C:5]2[C:10](=[CH:11][C:2]=1[OH:1])[O:9][CH:8]([C:12]([O:14][CH2:15][CH3:16])=[O:13])[CH2:7][CH2:6]2. Given the reactants [OH:1][C:2]1[CH:11]=[C:10]2[C:5]([CH2:6][CH2:7][CH:8]([C:12]([O:14][CH2:15][CH3:16])=[O:13])[O:9]2)=[CH:4][CH:3]=1.[Cl:17]N1C(=O)CCC1=O, predict the reaction product. (3) Given the reactants [OH-].[K+].Cl[CH2:4][CH2:5][CH2:6][N:7]1[C:11]2[CH:12]=[C:13]([N+:16]([O-:18])=[O:17])[CH:14]=[CH:15][C:10]=2[O:9][C:8]1=[O:19].[CH2:20]([OH:22])[CH3:21], predict the reaction product. The product is: [CH2:20]([O:22][C:8]([N:7]1[C:11]2[CH:12]=[C:13]([N+:16]([O-:18])=[O:17])[CH:14]=[CH:15][C:10]=2[O:9][CH2:4][CH2:5][CH2:6]1)=[O:19])[CH3:21]. (4) Given the reactants [CH3:1][C@@H:2]1[CH2:7][N:6]([C:8]2[O:9][C:10]3[C:15]([C:16](=[O:18])[CH:17]=2)=[CH:14][C:13]([C:19]([O:21][CH3:22])=[O:20])=[CH:12][C:11]=3[CH:23]2[CH2:27][CH2:26][CH2:25][NH:24]2)[CH2:5][CH2:4][O:3]1.CC1(C)C2C=CC=C(P(C3C=CC=CC=3)C3C=CC=CC=3)C=2OC2C1=CC=CC=2P(C1C=CC=CC=1)C1C=CC=CC=1.Br[C:71]1[CH:76]=[CH:75][CH:74]=[C:73]([F:77])[CH:72]=1.C(=O)([O-])[O-].[Cs+].[Cs+], predict the reaction product. The product is: [F:77][C:73]1[CH:72]=[C:71]([N:24]2[CH2:25][CH2:26][CH2:27][CH:23]2[C:11]2[CH:12]=[C:13]([C:19]([O:21][CH3:22])=[O:20])[CH:14]=[C:15]3[C:10]=2[O:9][C:8]([N:6]2[CH2:5][CH2:4][O:3][C@H:2]([CH3:1])[CH2:7]2)=[CH:17][C:16]3=[O:18])[CH:76]=[CH:75][CH:74]=1.